This data is from Forward reaction prediction with 1.9M reactions from USPTO patents (1976-2016). The task is: Predict the product of the given reaction. Given the reactants Cl.[F:2][C:3]1[CH:8]=[CH:7][C:6]([NH:9][C:10]2[CH:15]=[CH:14][N:13]=[C:12]([NH:16][C:17]3[CH:22]=[CH:21][C:20]([S:23](Cl)(=[O:25])=[O:24])=[CH:19][CH:18]=3)[N:11]=2)=[CH:5][CH:4]=1.[CH2:27]([NH:30][CH:31]1[CH2:36][CH2:35][N:34]([CH3:37])[CH2:33][CH2:32]1)[CH:28]=[CH2:29], predict the reaction product. The product is: [F:2][C:3]1[CH:8]=[CH:7][C:6]([NH:9][C:10]2[CH:15]=[CH:14][N:13]=[C:12]([NH:16][C:17]3[CH:22]=[CH:21][C:20]([S:23]([N:30]([CH2:27][CH:28]=[CH2:29])[CH:31]4[CH2:36][CH2:35][N:34]([CH3:37])[CH2:33][CH2:32]4)(=[O:25])=[O:24])=[CH:19][CH:18]=3)[N:11]=2)=[CH:5][CH:4]=1.